Task: Predict the reactants needed to synthesize the given product.. Dataset: Full USPTO retrosynthesis dataset with 1.9M reactions from patents (1976-2016) (1) The reactants are: C([O:3][C:4](=[O:34])[C:5]1[CH:10]=[CH:9][CH:8]=[C:7]([NH:11][C:12]([C:14]2[N:18]3[N:19]=[C:20]([NH:24][CH2:25][C:26]4[CH:31]=[CH:30][C:29]([O:32][CH3:33])=[CH:28][CH:27]=4)[CH:21]=[C:22]([CH3:23])[C:17]3=[N:16][CH:15]=2)=[O:13])[CH:6]=1)C.[OH-].[K+]. Given the product [CH3:33][O:32][C:29]1[CH:28]=[CH:27][C:26]([CH2:25][NH:24][C:20]2[CH:21]=[C:22]([CH3:23])[C:17]3[N:18]([C:14]([C:12]([NH:11][C:7]4[CH:6]=[C:5]([CH:10]=[CH:9][CH:8]=4)[C:4]([OH:34])=[O:3])=[O:13])=[CH:15][N:16]=3)[N:19]=2)=[CH:31][CH:30]=1, predict the reactants needed to synthesize it. (2) The reactants are: [CH3:1][CH2:2]/[CH:3]=[CH:4]\[CH2:5][CH2:6][C@@H:7]([OH:21])[CH2:8]/[CH:9]=[CH:10]\[CH2:11][CH2:12][CH2:13][CH2:14][CH2:15][CH2:16][CH2:17][C:18]([OH:20])=[O:19].[CH3:22][CH2:23]/[CH:24]=[CH:25]\[CH2:26][CH2:27][CH:28]([OH:44])[CH2:29]/[CH:30]=[CH:31]\[CH2:32][CH2:33][CH2:34][CH2:35][CH2:36][CH2:37][CH2:38][CH2:39][CH2:40][C:41]([OH:43])=[O:42]. Given the product [C:18]([OH:20])(=[O:19])[CH2:17][CH2:16][CH2:15][CH2:14][CH2:13][CH2:12][CH2:11]/[CH:10]=[CH:9]\[CH2:8][C@@H:7]([CH2:6][CH2:5][CH2:4][CH2:3][CH2:2][CH3:1])[OH:21].[CH3:22][CH2:23][CH2:24][CH2:25][CH2:26][CH2:27][C@@H:28]([OH:44])[CH2:29]/[CH:30]=[CH:31]\[CH2:32][CH2:33][CH2:34][CH2:35][CH2:36][CH2:37][CH2:38][CH2:39][CH2:40][C:41]([OH:43])=[O:42], predict the reactants needed to synthesize it.